This data is from Catalyst prediction with 721,799 reactions and 888 catalyst types from USPTO. The task is: Predict which catalyst facilitates the given reaction. (1) Reactant: [H-].C([Al+]CC(C)C)C(C)C.[C:11]([C@@H:14]1[CH2:19][CH2:18][C@H:17]([NH:20][C:21](=[O:27])[O:22][C:23]([CH3:26])([CH3:25])[CH3:24])[CH2:16][CH2:15]1)(=[O:13])[CH3:12].C(C(C(C([O-])=O)O)O)([O-])=O.[K+].[Na+]. Product: [OH:13][CH:11]([C@@H:14]1[CH2:15][CH2:16][C@H:17]([NH:20][C:21](=[O:27])[O:22][C:23]([CH3:26])([CH3:25])[CH3:24])[CH2:18][CH2:19]1)[CH3:12]. The catalyst class is: 11. (2) Reactant: [NH2:1][C:2]1[NH:3][CH:4]=[CH:5][CH:6]=1.C([O:9][CH:10]=[C:11](C(OCC)=O)[C:12](OCC)=O)C.C(O)C.C1(OC2C=CC=CC=2)C=CC=CC=1. Product: [NH:1]1[C:10](=[O:9])[CH:11]=[CH:12][N:3]2[CH:4]=[CH:5][CH:6]=[C:2]12. The catalyst class is: 12. (3) Reactant: [C:1]([C:3]1[CH:4]=[C:5]([C:15]2[O:19][N:18]=[C:17]([C:20]3[CH:41]=[CH:40][C:23]4[CH2:24][CH2:25][N:26]([C:29](=[O:39])[CH2:30][NH:31]C(=O)OC(C)(C)C)[CH2:27][CH2:28][C:22]=4[CH:21]=3)[N:16]=2)[CH:6]=[CH:7][C:8]=1[O:9][CH:10]([CH2:13][F:14])[CH2:11][F:12])#[N:2].FC(F)(F)C(O)=O. Product: [F:14][CH2:13][CH:10]([O:9][C:8]1[CH:7]=[CH:6][C:5]([C:15]2[O:19][N:18]=[C:17]([C:20]3[CH:41]=[CH:40][C:23]4[CH2:24][CH2:25][N:26]([C:29](=[O:39])[CH2:30][NH2:31])[CH2:27][CH2:28][C:22]=4[CH:21]=3)[N:16]=2)=[CH:4][C:3]=1[C:1]#[N:2])[CH2:11][F:12]. The catalyst class is: 2. (4) Reactant: [F:1][C:2]([F:37])([F:36])[C:3]1[CH:31]=[C:30]([C:32]([F:35])([F:34])[F:33])[CH:29]=[CH:28][C:4]=1[CH2:5][N:6]1[CH2:11][CH2:10][CH:9](/[CH:12]=[C:13]2/[C:14]([NH:19][CH2:20][C:21]([O:23]C(C)(C)C)=[O:22])=[N:15][C:16](=[O:18])[S:17]/2)[CH2:8][CH2:7]1.C(=O)([O-])O.[Na+].[Cl-].[NH4+]. Product: [F:37][C:2]([F:1])([F:36])[C:3]1[CH:31]=[C:30]([C:32]([F:34])([F:35])[F:33])[CH:29]=[CH:28][C:4]=1[CH2:5][N:6]1[CH2:7][CH2:8][CH:9](/[CH:12]=[C:13]2/[C:14]([NH:19][CH2:20][C:21]([OH:23])=[O:22])=[N:15][C:16](=[O:18])[S:17]/2)[CH2:10][CH2:11]1. The catalyst class is: 601. (5) Reactant: C1C=CC2N(O)N=NC=2C=1.CCN(C(C)C)C(C)C.[F:20][C:21]1[CH:29]=[CH:28][CH:27]=[CH:26][C:22]=1[C:23]([OH:25])=O.CCN=C=NCCCN(C)C.Cl.Cl.[C:43]1([C:61]2[CH:66]=[CH:65][CH:64]=[CH:63][CH:62]=2)[CH:48]=[CH:47][C:46]([NH:49][C:50](=[O:60])[CH2:51][C:52](=[O:59])[N:53]2[CH2:58][CH2:57][NH:56][CH2:55][CH2:54]2)=[CH:45][CH:44]=1. Product: [C:43]1([C:61]2[CH:66]=[CH:65][CH:64]=[CH:63][CH:62]=2)[CH:44]=[CH:45][C:46]([NH:49][C:50](=[O:60])[CH2:51][C:52]([N:53]2[CH2:54][CH2:55][N:56]([C:23](=[O:25])[C:22]3[CH:26]=[CH:27][CH:28]=[CH:29][C:21]=3[F:20])[CH2:57][CH2:58]2)=[O:59])=[CH:47][CH:48]=1. The catalyst class is: 18. (6) Reactant: [F:1][C:2]1[CH:3]=[C:4]([CH:26]=[C:27]([C:29]2[CH:34]=[CH:33][N:32]=[CH:31][CH:30]=2)[CH:28]=1)/[CH:5]=[CH:6]/[C:7]1[CH:12]=[CH:11][C:10]([N:13]2[CH2:18][CH2:17][N:16]([S:19]([C:22]([F:25])([F:24])[F:23])(=[O:21])=[O:20])[CH2:15][CH2:14]2)=[CH:9][CH:8]=1. Product: [F:1][C:2]1[CH:3]=[C:4]([CH:26]=[C:27]([C:29]2[CH:30]=[CH:31][N:32]=[CH:33][CH:34]=2)[CH:28]=1)[CH2:5][CH2:6][C:7]1[CH:8]=[CH:9][C:10]([N:13]2[CH2:18][CH2:17][N:16]([S:19]([C:22]([F:23])([F:24])[F:25])(=[O:20])=[O:21])[CH2:15][CH2:14]2)=[CH:11][CH:12]=1. The catalyst class is: 50.